Dataset: Catalyst prediction with 721,799 reactions and 888 catalyst types from USPTO. Task: Predict which catalyst facilitates the given reaction. (1) Reactant: [Cl-].O[NH3+:3].[C:4](=[O:7])([O-])[OH:5].[Na+].CS(C)=O.[CH2:13]([C:17]1[N:22]2[N:23]=[C:24]([CH3:26])[N:25]=[C:21]2[N:20]([CH:27]2[CH2:32][CH2:31][O:30][C:29]([CH3:34])([CH3:33])[CH2:28]2)[C:19](=[O:35])[C:18]=1[CH2:36][C:37]1[CH:42]=[CH:41][C:40]([C:43]2[C:44]([C:49]#[N:50])=[CH:45][CH:46]=[CH:47][CH:48]=2)=[CH:39][CH:38]=1)[CH2:14][CH2:15][CH3:16]. Product: [CH2:13]([C:17]1[N:22]2[N:23]=[C:24]([CH3:26])[N:25]=[C:21]2[N:20]([CH:27]2[CH2:32][CH2:31][O:30][C:29]([CH3:33])([CH3:34])[CH2:28]2)[C:19](=[O:35])[C:18]=1[CH2:36][C:37]1[CH:38]=[CH:39][C:40]([C:43]2[CH:48]=[CH:47][CH:46]=[CH:45][C:44]=2[C:49]2[NH:3][C:4](=[O:7])[O:5][N:50]=2)=[CH:41][CH:42]=1)[CH2:14][CH2:15][CH3:16]. The catalyst class is: 13. (2) Reactant: C(OC([N:8]1[CH2:13][CH2:12][C@@H:11]([C:14]2[CH:19]=[C:18]([F:20])[CH:17]=[C:16]([F:21])[CH:15]=2)[C@H:10]([C:22]2[CH:27]=[CH:26][C:25]([C:28]3[CH:33]=[CH:32][CH:31]=[CH:30][C:29]=3[CH2:34][OH:35])=[CH:24][C:23]=2Cl)[CH2:9]1)=O)(C)(C)C.O[C:38]1C=NC=CC=1.N(C([N:56]1[CH2:61][CH2:60][CH2:59][CH2:58][CH2:57]1)=O)=NC([N:56]1[CH2:61][CH2:60][CH2:59][CH2:58][CH2:57]1)=O.C(P(CCCC)CCCC)CCC. Product: [F:20][C:18]1[CH:19]=[C:14]([C@@H:11]2[CH2:12][CH2:13][NH:8][CH2:9][C@H:10]2[C:22]2[CH:27]=[CH:26][C:25]([C:28]3[CH:33]=[CH:32][CH:31]=[CH:30][C:29]=3[CH2:34][O:35][C:60]3[CH:61]=[N:56][CH:57]=[CH:58][CH:59]=3)=[CH:24][C:23]=2[CH3:38])[CH:15]=[C:16]([F:21])[CH:17]=1. The catalyst class is: 11. (3) Reactant: [Cl:1][C:2]1[CH:7]=[CH:6][CH:5]=[C:4]([C:8]#[C:9][CH:10](OCC)[O:11]CC)[CH:3]=1.O.FC(F)(F)C(O)=O. Product: [Cl:1][C:2]1[CH:3]=[C:4]([C:8]#[C:9][CH:10]=[O:11])[CH:5]=[CH:6][CH:7]=1. The catalyst class is: 2. (4) Reactant: [CH3:1][O:2][C:3]1[CH:12]=[C:11]2[C:6]([C:7]([CH3:15])([CH3:14])[CH2:8][CH2:9][C:10]2=O)=[CH:5][C:4]=1[CH3:16].C[Mg+].[Br-].[CH2:20](OCC)C. Product: [CH3:1][O:2][C:3]1[CH:12]=[C:11]2[C:6](=[CH:5][C:4]=1[CH3:16])[C:7]([CH3:15])([CH3:14])[CH2:8][CH:9]=[C:10]2[CH3:20]. The catalyst class is: 7. (5) Reactant: Br[CH2:2][CH2:3][O:4][C:5]1[CH:10]=[CH:9][C:8]([O:11][CH3:12])=[C:7]([O:13][CH3:14])[CH:6]=1.[F:15][C:16]1[CH:21]=[CH:20][C:19]([CH:22]([C:35]2[CH:40]=[CH:39][C:38]([F:41])=[CH:37][CH:36]=2)[CH2:23][CH2:24][CH2:25][CH2:26][C:27]([N:29]2[CH2:34][CH2:33][NH:32][CH2:31][CH2:30]2)=[O:28])=[CH:18][CH:17]=1.C([O-])([O-])=O.[K+].[K+].CCOC(C)=O. Product: [CH3:14][O:13][C:7]1[CH:6]=[C:5]([CH:10]=[CH:9][C:8]=1[O:11][CH3:12])[O:4][CH2:3][CH2:2][N:32]1[CH2:33][CH2:34][N:29]([C:27](=[O:28])[CH2:26][CH2:25][CH2:24][CH2:23][CH:22]([C:19]2[CH:18]=[CH:17][C:16]([F:15])=[CH:21][CH:20]=2)[C:35]2[CH:40]=[CH:39][C:38]([F:41])=[CH:37][CH:36]=2)[CH2:30][CH2:31]1. The catalyst class is: 3. (6) The catalyst class is: 4. Reactant: [NH2:1][C@@H:2]([C@@H:40]([C:47]1[CH:52]=[CH:51][C:50]([Cl:53])=[CH:49][CH:48]=1)[CH:41]1[CH2:46][CH2:45][O:44][CH2:43][CH2:42]1)[C:3]([NH:5][C:6]1[CH:7]=[N:8][CH:9]=[C:10]([F:39])[C:11]=1[CH2:12][CH2:13][C@@H:14]1[N:19]([S:20]([C:23]2[CH:28]=[CH:27][C:26]([O:29][CH3:30])=[CH:25][CH:24]=2)(=[O:22])=[O:21])[C@@H:18]([CH3:31])[CH2:17][N:16](C(OC(C)(C)C)=O)[CH2:15]1)=[O:4].FC(F)(F)C(O)=O. Product: [NH2:1][C@@H:2]([C@@H:40]([C:47]1[CH:48]=[CH:49][C:50]([Cl:53])=[CH:51][CH:52]=1)[CH:41]1[CH2:46][CH2:45][O:44][CH2:43][CH2:42]1)[C:3]([NH:5][C:6]1[CH:7]=[N:8][CH:9]=[C:10]([F:39])[C:11]=1[CH2:12][CH2:13][C@H:14]1[CH2:15][NH:16][CH2:17][C@H:18]([CH3:31])[N:19]1[S:20]([C:23]1[CH:24]=[CH:25][C:26]([O:29][CH3:30])=[CH:27][CH:28]=1)(=[O:21])=[O:22])=[O:4]. (7) Reactant: [C:1]([O:5][C:6](=[O:37])[N:7]([C:16]1[S:17][C@:18]2([CH2:33][N:34]=[N+:35]=[N-:36])[C@H:20]([C@:21]([C:25]3[CH:30]=[C:29]([Br:31])[CH:28]=[CH:27][C:26]=3[F:32])([CH2:23][F:24])[N:22]=1)[CH2:19]2)[CH2:8][O:9][CH2:10][CH2:11][Si:12]([CH3:15])([CH3:14])[CH3:13])([CH3:4])([CH3:3])[CH3:2].[C:38]([Mg]Br)#[C:39][CH3:40]. Product: [C:1]([O:5][C:6](=[O:37])[N:7]([C:16]1[S:17][C@:18]2([CH2:33][N:34]3[CH:38]=[C:39]([CH3:40])[N:36]=[N:35]3)[C@H:20]([C@:21]([C:25]3[CH:30]=[C:29]([Br:31])[CH:28]=[CH:27][C:26]=3[F:32])([CH2:23][F:24])[N:22]=1)[CH2:19]2)[CH2:8][O:9][CH2:10][CH2:11][Si:12]([CH3:13])([CH3:15])[CH3:14])([CH3:4])([CH3:2])[CH3:3]. The catalyst class is: 237.